This data is from Experimentally validated miRNA-target interactions with 360,000+ pairs, plus equal number of negative samples. The task is: Binary Classification. Given a miRNA mature sequence and a target amino acid sequence, predict their likelihood of interaction. (1) The miRNA is dre-miR-133a-3p with sequence UUUGGUCCCCUUCAACCAGCUG. The protein sequence of the target gene is MLRKVRSWTEIWRWATLLFLFYHLGYVCGQIRYPVPEESQEGTFVGNVAQDFLLDTDSLSARRLQVAGEVNQRHFRVDLDSGALLIKNPIDREALCGLSASCIVPLEFVTEGPLEMYRAEVEIVDVNDHAPRFPRQQLDLEIGEAAPPGQRFPLEKAQDADVGSNSISSYRLSSNEHFALDVKKRSDGSLVPELLLEKPLDREKQSDYRLVLTAVDGGNPPRSGTAELRVSVLDVNDNAPAFQQSSYRISVLESAPAGMVLIQLNASDPDLGPSGNVTFYFSGHTPDRVRNLFSLHPTTG.... Result: 0 (no interaction). (2) The miRNA is hsa-miR-6781-5p with sequence CGGGCCGGAGGUCAAGGGCGU. The protein sequence of the target gene is MGLRAGGALRRAGAGPGAPEGQGPGGAQGGSIHSGCIATVHNVPIAVLIRPLPSVLDPAKVQSLVDTILADPDSVPPIDVLWIKGAQGGDYYYSFGGCHRYAAYQQLQRETIPAKLVRSTLSDLRMYLGASTPDLQ. Result: 0 (no interaction). (3) Result: 1 (interaction). The protein sequence of the target gene is MASRERLFELWMLYCTKKDPDYLKLWLDTFVSSYEQFLDVDFEKLPTRVDDMPPGISLLPDNILQVLRIQLLQCVQKMADGLEEQQQALSILLVKFFIILCRNLSNVEEIGTCSYINYVITMTTLYIQQLKSKKKEKEMADQTCIEEFVIHALAFCESLYDPYRNWRHRISGRILSTVEKSRQKYKPASLTVEFVPFFYQCFQESEHLKESLKCCLLHLFGAIVAGGQRNALQAISPATMEVLMRVLADCDSWEDGDPEEVGRKAELTLKCLTEVVHILLSSNSDQRQVETSTILENYFK.... The miRNA is hsa-miR-6864-3p with sequence GUGAGACUUCUCUCCCUUCAG. (4) The miRNA is hsa-let-7a-5p with sequence UGAGGUAGUAGGUUGUAUAGUU. The protein sequence of the target gene is MDTCGVGYVALGEADPVGSMIVVDSPGQEELSQLDVKASETSGVEASIEMSLPPPLPGFEDSSDRRLPPDQESLTRLEQQDLSSEMSKVSNTRASKPSGRRGGRTARGAKRPQQRKPPSTPLVPGLLDQSNPLSTPMPKKRSQKSKGDLLLLKLSKGLDQPESPHPKRPPEDFETPSGERPRRRAAQVALLYLQELAEELSTALPAPPLSGPKSPKVSSPTKPKKTRQASSQGEEDGSARDEDFVLQVEGEDEEESEAPSENSSDPEPVAPRSTPRGPAAGKQKPHCRGMAPNGLPNYIM.... Result: 0 (no interaction). (5) The miRNA is hsa-miR-4768-3p with sequence CCAGGAGAUCCAGAGAGAAU. The protein sequence of the target gene is MAEGEKNQDFTFKMESPSDSAVVLPSTPQASANPSSPYTNSSRKQPMSATLRERLRKTRFSFNSSYNVVKRLKVESEENDQTFSEKPASSTEENCLEFQESFKHIDSEFEENTNLKNTLKNLNVCESQSLDSGSCSALQNEFVSEKLPKQRLNAEKAKLVKQVQEKEDLLRRLKLVKMYRSKNDLSQLQLLIKKWRSCSQLLLYELQSAVSEENKKLSLTQLIDHYGLDDKLLHYNRSEEEFIDV. Result: 1 (interaction).